Dataset: Merck oncology drug combination screen with 23,052 pairs across 39 cell lines. Task: Regression. Given two drug SMILES strings and cell line genomic features, predict the synergy score measuring deviation from expected non-interaction effect. (1) Drug 1: O=C(CCCCCCC(=O)Nc1ccccc1)NO. Drug 2: NC(=O)c1cccc2cn(-c3ccc(C4CCCNC4)cc3)nc12. Cell line: SKMEL30. Synergy scores: synergy=-8.68. (2) Drug 1: CCC1(O)C(=O)OCc2c1cc1n(c2=O)Cc2cc3c(CN(C)C)c(O)ccc3nc2-1. Drug 2: Cn1cc(-c2cnn3c(N)c(Br)c(C4CCCNC4)nc23)cn1. Cell line: EFM192B. Synergy scores: synergy=9.29. (3) Drug 1: O=c1[nH]cc(F)c(=O)[nH]1. Drug 2: CC1(c2nc3c(C(N)=O)cccc3[nH]2)CCCN1. Cell line: SKOV3. Synergy scores: synergy=5.08. (4) Drug 1: O=C(CCCCCCC(=O)Nc1ccccc1)NO. Drug 2: Cn1nnc2c(C(N)=O)ncn2c1=O. Cell line: A2058. Synergy scores: synergy=24.5. (5) Drug 1: N#Cc1ccc(Cn2cncc2CN2CCN(c3cccc(Cl)c3)C(=O)C2)cc1. Drug 2: NC(=O)c1cccc2cn(-c3ccc(C4CCCNC4)cc3)nc12. Cell line: RPMI7951. Synergy scores: synergy=11.3.